From a dataset of Catalyst prediction with 721,799 reactions and 888 catalyst types from USPTO. Predict which catalyst facilitates the given reaction. Reactant: [NH2:1][C:2]1[C:7]([C:8]2[C:9](=[O:14])[NH:10][CH:11]=[CH:12][CH:13]=2)=[CH:6][C:5]([C:15]([CH3:18])([CH3:17])[CH3:16])=[CH:4][C:3]=1[CH2:19][CH2:20][C:21]1[CH:26]=[CH:25][C:24]([NH:27][S:28]([CH3:31])(=[O:30])=[O:29])=[CH:23][CH:22]=1.N1C=CC=C[CH:33]=1.[C:38](OC(=O)C)(=[O:40])[CH3:39]. Product: [C:15]([C:5]1[CH:6]=[C:7]([C:8]2[C:9]([O:14][CH3:33])=[N:10][CH:11]=[CH:12][CH:13]=2)[C:2]([NH:1][C:38](=[O:40])[CH3:39])=[C:3]([CH2:19][CH2:20][C:21]2[CH:26]=[CH:25][C:24]([NH:27][S:28]([CH3:31])(=[O:30])=[O:29])=[CH:23][CH:22]=2)[CH:4]=1)([CH3:16])([CH3:17])[CH3:18]. The catalyst class is: 326.